Dataset: Full USPTO retrosynthesis dataset with 1.9M reactions from patents (1976-2016). Task: Predict the reactants needed to synthesize the given product. (1) Given the product [OH:53][CH:51]1[C:48]2([CH2:50][CH2:49]2)[CH2:47][N:46]([CH2:45][CH2:44][CH2:43][O:42][C:2]2[CH:11]=[C:10]3[C:5]([C:6]([O:12][C:13]4[CH:14]=[CH:15][C:16]([N:19]([C:2]5[CH:11]=[CH:10][CH:5]=[CH:4][CH:3]=5)[C:20]([C:22]5([C:23]([NH2:24])=[O:35])[CH2:27][CH2:26]5)=[O:21])=[N:17][CH:18]=4)=[CH:7][CH:8]=[N:9]3)=[CH:4][C:3]=2[O:36][CH3:37])[CH2:52]1, predict the reactants needed to synthesize it. The reactants are: O[C:2]1[CH:11]=[C:10]2[C:5]([C:6]([O:12][C:13]3[CH:14]=[CH:15][C:16]([NH:19][C:20]([C:22]4[C:23](=[O:35])[N:24](C5C=CC=CC=5)N(C)[C:26]=4[CH3:27])=[O:21])=[N:17][CH:18]=3)=[CH:7][CH:8]=[N:9]2)=[CH:4][C:3]=1[O:36][CH3:37].CS([O:42][CH2:43][CH2:44][CH2:45][N:46]1[CH2:52][CH:51]([OH:53])[C:48]2([CH2:50][CH2:49]2)[CH2:47]1)(=O)=O.C([O-])([O-])=O.[Cs+].[Cs+]. (2) Given the product [CH3:27][C@@H:26]1[CH2:29][N:11]2[N:10]=[C:9]([CH2:8][O:1][C:2]3[CH:3]=[CH:4][CH:5]=[CH:6][CH:7]=3)[CH:13]=[C:12]2[C:14](=[O:16])[NH:25]1, predict the reactants needed to synthesize it. The reactants are: [O:1]([CH2:8][C:9]1[CH:13]=[C:12]([C:14]([O:16]CC)=O)[NH:11][N:10]=1)[C:2]1[CH:7]=[CH:6][CH:5]=[CH:4][CH:3]=1.C(OC(=O)[NH:25][CH:26]([CH3:29])[CH2:27]O)(C)(C)C. (3) Given the product [Cl:1][C:2]1[C:3]([CH3:18])=[C:4]([NH:10][C@H:11]([C@@H:15]([OH:17])[CH3:16])[C:12]([N:29]([C:27](=[O:28])[C:26]2[CH:25]=[CH:24][C:23]([S:20]([CH3:19])(=[O:22])=[O:21])=[CH:32][CH:31]=2)[NH2:30])=[O:14])[CH:5]=[CH:6][C:7]=1[C:8]#[N:9], predict the reactants needed to synthesize it. The reactants are: [Cl:1][C:2]1[C:3]([CH3:18])=[C:4]([NH:10][C@H:11]([C@@H:15]([OH:17])[CH3:16])[C:12]([OH:14])=O)[CH:5]=[CH:6][C:7]=1[C:8]#[N:9].[CH3:19][S:20]([C:23]1[CH:32]=[CH:31][C:26]([C:27]([NH:29][NH2:30])=[O:28])=[CH:25][CH:24]=1)(=[O:22])=[O:21]. (4) Given the product [O:21]=[C:16]1[NH:15][CH2:20][CH2:19][N:18]([C:2]2[O:3][C:4]3[C:5](=[C:7]([C:11]([O:13][CH3:14])=[O:12])[CH:8]=[CH:9][CH:10]=3)[N:6]=2)[CH2:17]1, predict the reactants needed to synthesize it. The reactants are: Cl[C:2]1[O:3][C:4]2[C:5](=[C:7]([C:11]([O:13][CH3:14])=[O:12])[CH:8]=[CH:9][CH:10]=2)[N:6]=1.[NH:15]1[CH2:20][CH2:19][NH:18][CH2:17][C:16]1=[O:21].